This data is from Reaction yield outcomes from USPTO patents with 853,638 reactions. The task is: Predict the reaction yield, written as a fraction of the theoretical maximum amount of product (1.0 means a 100% yield; for example, 0.34 means a 34% yield). (1) The product is [F:24][C:20]1[CH:19]=[C:18]2[C:23]([C:15]([CH2:14][CH:9]3[CH:10]([CH3:13])[CH2:11][CH2:12][NH:8]3)=[CH:16][NH:17]2)=[CH:22][CH:21]=1. The reactants are C(OC([N:8]1[CH2:12][CH2:11][CH:10]([CH3:13])[CH:9]1[CH2:14][C:15]1[C:23]2[C:18](=[CH:19][C:20]([F:24])=[CH:21][CH:22]=2)[NH:17][CH:16]=1)=O)(C)(C)C.C(O)(C(F)(F)F)=O. The yield is 0.860. The catalyst is C(Cl)Cl. (2) The product is [CH3:1][O:2][C:3]1[CH:4]=[CH:5][C:6]([N:9]2[C:17]3[C:12](=[CH:13][CH:14]=[CH:15][CH:16]=3)[CH:11]=[C:10]2[C:20]2[C:21]([CH3:26])=[N:22][O:23][C:24]=2[CH3:25])=[CH:7][CH:8]=1. The yield is 0.860. The catalyst is CCOC(C)=O. The reactants are [CH3:1][O:2][C:3]1[CH:8]=[CH:7][C:6]([N:9]2[C:17]3[C:12](=[CH:13][CH:14]=[CH:15][CH:16]=3)[C:11](SC)=[C:10]2[C:20]2[C:21]([CH3:26])=[N:22][O:23][C:24]=2[CH3:25])=[CH:5][CH:4]=1.SC1C=CC=CC=1C(O)=O.FC(F)(F)C(O)=O.[OH-].[Na+]. (3) The reactants are [H-].[Na+].[F:3][C:4]1[CH:9]=[CH:8][C:7]([CH:10]2[C:18]3[C:13](=[CH:14][C:15]([C:19]#[N:20])=[CH:16][CH:17]=3)[CH2:12][O:11]2)=[CH:6][CH:5]=1.[CH3:21][N:22]([CH3:27])[CH2:23][CH2:24][CH2:25]Cl.CN1CCN(C)C1=O. The catalyst is C1COCC1.[Br-].C([N+](CCCC)(CCCC)CCCC)CCC.COC(C)(C)C. The product is [CH3:21][N:22]([CH3:27])[CH2:23][CH2:24][CH2:25][C:10]1([C:7]2[CH:8]=[CH:9][C:4]([F:3])=[CH:5][CH:6]=2)[C:18]2[C:13](=[CH:14][C:15]([C:19]#[N:20])=[CH:16][CH:17]=2)[CH2:12][O:11]1. The yield is 0.791.